Dataset: Full USPTO retrosynthesis dataset with 1.9M reactions from patents (1976-2016). Task: Predict the reactants needed to synthesize the given product. (1) Given the product [Br:1][C:2]1[N:6]=[C:5]([N:19]2[CH2:20][CH2:21][CH:18]2[C:12]2[CH:17]=[CH:16][CH:15]=[CH:14][CH:13]=2)[N:4]([CH2:8][C:9]([CH3:11])=[CH2:10])[N:3]=1, predict the reactants needed to synthesize it. The reactants are: [Br:1][C:2]1[N:6]=[C:5](Br)[N:4]([CH2:8][C:9]([CH3:11])=[CH2:10])[N:3]=1.[C:12]1([CH:18]2[CH2:21][CH2:20][NH:19]2)[CH:17]=[CH:16][CH:15]=[CH:14][CH:13]=1.C(=O)([O-])[O-].[K+].[K+]. (2) Given the product [C:1]([C:5]1[CH:10]=[CH:9][C:8]([C:11]2[CH:16]=[CH:15][C:14]([CH2:17][C:18]3[N:19]([C:31]4[CH:36]=[CH:35][C:34]([NH:38][C@@H:39]([CH2:40][CH2:41][CH3:42])[C:43]([OH:45])=[O:44])=[CH:33][CH:32]=4)[CH:20]=[C:21]([C:23]4[CH:28]=[CH:27][C:26]([Cl:29])=[CH:25][C:24]=4[Cl:30])[N:22]=3)=[CH:13][CH:12]=2)=[CH:7][CH:6]=1)([CH3:4])([CH3:3])[CH3:2], predict the reactants needed to synthesize it. The reactants are: [C:1]([C:5]1[CH:10]=[CH:9][C:8]([C:11]2[CH:16]=[CH:15][C:14]([CH2:17][C:18]3[N:19]([C:31]4[CH:36]=[CH:35][C:34](I)=[CH:33][CH:32]=4)[CH:20]=[C:21]([C:23]4[CH:28]=[CH:27][C:26]([Cl:29])=[CH:25][C:24]=4[Cl:30])[N:22]=3)=[CH:13][CH:12]=2)=[CH:7][CH:6]=1)([CH3:4])([CH3:3])[CH3:2].[NH2:38][C@H:39]([C:43]([OH:45])=[O:44])[CH2:40][CH2:41][CH3:42]. (3) Given the product [CH3:23][O:22][C:19]1[CH:20]=[C:21]2[C:16](=[CH:17][C:18]=1[O:24][CH3:25])[N:15]=[CH:14][CH:13]=[C:12]2[O:11][C:3]1[CH:4]=[CH:5][C:6]2[N:7]=[CH:8][S:9][C:10]=2[C:2]=1[C:26]1[CH:31]=[CH:30][CH:29]=[CH:28][CH:27]=1, predict the reactants needed to synthesize it. The reactants are: I[C:2]1[C:10]2[S:9][CH:8]=[N:7][C:6]=2[CH:5]=[CH:4][C:3]=1[O:11][C:12]1[C:21]2[C:16](=[CH:17][C:18]([O:24][CH3:25])=[C:19]([O:22][CH3:23])[CH:20]=2)[N:15]=[CH:14][CH:13]=1.[C:26]1(B(O)O)[CH:31]=[CH:30][CH:29]=[CH:28][CH:27]=1.C(=O)([O-])[O-].[K+].[K+].O. (4) Given the product [F:19][C:20]1[CH:27]=[CH:26][C:25]([C:6]2[S:10][CH:9]=[N:8][CH:7]=2)=[CH:24][C:21]=1[C:22]#[N:23], predict the reactants needed to synthesize it. The reactants are: C([Sn](CCCC)(CCCC)[C:6]1[S:10][CH:9]=[N:8][CH:7]=1)CCC.[F:19][C:20]1[CH:27]=[CH:26][C:25](I)=[CH:24][C:21]=1[C:22]#[N:23].N#N. (5) Given the product [NH2:1][C:2]1[C:7]([CH3:8])=[CH:6][C:5]([C:9]2[CH:10]=[CH:11][N:12]3[C:17]([C:18]=2[CH3:19])=[C:16]([CH:20]2[CH2:21][CH2:22]2)[CH:15]=[C:14]([C:23]([OH:25])=[O:24])[C:13]3=[O:28])=[C:4]([Cl:29])[CH:3]=1, predict the reactants needed to synthesize it. The reactants are: [NH2:1][C:2]1[C:7]([CH3:8])=[CH:6][C:5]([C:9]2[CH:10]=[CH:11][N:12]3[C:17]([C:18]=2[CH3:19])=[C:16]([CH:20]2[CH2:22][CH2:21]2)[CH:15]=[C:14]([C:23]([O:25]CC)=[O:24])[C:13]3=[O:28])=[C:4]([Cl:29])[CH:3]=1.[Li+].[OH-].Cl.C(OCC)(=O)C. (6) Given the product [Br:13][C:14]1[C:15]([O:21][CH3:22])=[C:16]([C:17]([F:20])=[CH:18][CH:19]=1)[CH:25]=[O:26], predict the reactants needed to synthesize it. The reactants are: C([Li])CCC.C(NC(C)C)(C)C.[Br:13][C:14]1[CH:19]=[CH:18][C:17]([F:20])=[CH:16][C:15]=1[O:21][CH3:22].CN(C)[CH:25]=[O:26]. (7) The reactants are: [CH2:1]([O:3][C:4]([C:6]1[O:7][C:8]2[CH:15]=[CH:14][C:13]([Cl:16])=[C:12]([OH:17])[C:9]=2[C:10]=1[CH3:11])=[O:5])[CH3:2].IC.[C:20]([O-])([O-])=O.[K+].[K+]. Given the product [CH2:1]([O:3][C:4]([C:6]1[O:7][C:8]2[CH:15]=[CH:14][C:13]([Cl:16])=[C:12]([O:17][CH3:20])[C:9]=2[C:10]=1[CH3:11])=[O:5])[CH3:2], predict the reactants needed to synthesize it.